Dataset: Catalyst prediction with 721,799 reactions and 888 catalyst types from USPTO. Task: Predict which catalyst facilitates the given reaction. (1) Reactant: [O:1]1[CH2:3][CH:2]1[CH2:4][O:5][C:6]1[CH:11]=[CH:10][CH:9]=[CH:8][C:7]=1[C:12]#[N:13].[NH2:14][C:15]([CH3:26])([CH3:25])[CH2:16][NH:17][C:18]([O:20][C:21]([CH3:24])([CH3:23])[CH3:22])=[O:19]. Product: [C:21]([O:20][C:18]([NH:17][CH2:16][C:15]([NH:14][CH2:3][CH:2]([OH:1])[CH2:4][O:5][C:6]1[CH:11]=[CH:10][CH:9]=[CH:8][C:7]=1[C:12]#[N:13])([CH3:26])[CH3:25])=[O:19])([CH3:24])([CH3:23])[CH3:22]. The catalyst class is: 5. (2) Reactant: [CH2:1]([N:8]([CH2:13][C@H:14]([C:16]1[CH:21]=[CH:20][C:19]([F:22])=[CH:18][CH:17]=1)[OH:15])[C:9](=[O:12])[CH2:10]Cl)[C:2]1[CH:7]=[CH:6][CH:5]=[CH:4][CH:3]=1.C(O)(C)(C)C.CC(C)([O-])C.[K+].[Cl-].[NH4+]. Product: [CH2:1]([N:8]1[CH2:13][C@H:14]([C:16]2[CH:21]=[CH:20][C:19]([F:22])=[CH:18][CH:17]=2)[O:15][CH2:10][C:9]1=[O:12])[C:2]1[CH:7]=[CH:6][CH:5]=[CH:4][CH:3]=1. The catalyst class is: 6. (3) Reactant: [F:1][C:2]1[CH:3]=[C:4]2[C:9](=[N:10][CH:11]=1)[N:8]=[C:7]([C:12]([F:15])([F:14])[F:13])[C:6]([C:16]1[CH:21]=[N:20][N:19]([CH3:22])[C:18](=[O:23])[C:17]=1[O:24]C)=[CH:5]2.[I-].[Na+].Cl[Si](C)(C)C. Product: [F:1][C:2]1[CH:3]=[C:4]2[C:9](=[N:10][CH:11]=1)[N:8]=[C:7]([C:12]([F:13])([F:14])[F:15])[C:6]([C:16]1[CH:21]=[N:20][N:19]([CH3:22])[C:18](=[O:23])[C:17]=1[OH:24])=[CH:5]2. The catalyst class is: 10. (4) Reactant: [Li+].[Cl-].[BH4-].[Na+].C[O:6][C:7](=O)/[CH:8]=[CH:9]/[CH2:10][C@H:11]1[CH2:13][C@@H:12]1[C:14]1[CH:15]=[N:16][CH:17]=[C:18]([O:20][CH2:21][C@@H:22]2[CH2:25][CH2:24][N:23]2[C:26]([O:28][C:29]([CH3:32])([CH3:31])[CH3:30])=[O:27])[CH:19]=1. Product: [C:29]([O:28][C:26]([N:23]1[CH2:24][CH2:25][C@H:22]1[CH2:21][O:20][C:18]1[CH:19]=[C:14]([C@H:12]2[CH2:13][C@@H:11]2[CH2:10][CH2:9][CH2:8][CH2:7][OH:6])[CH:15]=[N:16][CH:17]=1)=[O:27])([CH3:32])([CH3:31])[CH3:30]. The catalyst class is: 301. (5) Reactant: C(Cl)CCl.C1C=CC2N(O)N=NC=2C=1.[CH3:15][N:16]1[CH2:21][CH2:20][NH:19][CH2:18][CH2:17]1.CCN(CC)CC.[CH2:29]([O:31][C:32]([C:34]1[C:39]([O:40][CH2:41][CH3:42])=[C:38]([N:43]2[CH2:48][CH2:47][O:46][CH2:45][CH2:44]2)[N:37]=[C:36]([C:49]2[CH:54]=[CH:53][C:52]([NH:55][C:56]([NH:58][C:59]3[CH:64]=[CH:63][C:62]([C:65]([OH:67])=O)=[CH:61][CH:60]=3)=[O:57])=[CH:51][CH:50]=2)[N:35]=1)=[O:33])[CH3:30]. Product: [CH2:29]([O:31][C:32]([C:34]1[C:39]([O:40][CH2:41][CH3:42])=[C:38]([N:43]2[CH2:48][CH2:47][O:46][CH2:45][CH2:44]2)[N:37]=[C:36]([C:49]2[CH:54]=[CH:53][C:52]([NH:55][C:56]([NH:58][C:59]3[CH:64]=[CH:63][C:62]([C:65]([N:19]4[CH2:20][CH2:21][N:16]([CH3:15])[CH2:17][CH2:18]4)=[O:67])=[CH:61][CH:60]=3)=[O:57])=[CH:51][CH:50]=2)[N:35]=1)=[O:33])[CH3:30]. The catalyst class is: 3. (6) Reactant: [C:1]([O:5][C:6]([NH:8][C@H:9]([CH2:14][C:15]1[CH:20]=[CH:19][CH:18]=[CH:17][CH:16]=1)[CH2:10][C:11]([OH:13])=O)=[O:7])([CH3:4])([CH3:3])[CH3:2].CCN(C(C)C)C(C)C.CCOC(C(C#N)=NOC(N1CCOCC1)=[N+](C)C)=O.F[P-](F)(F)(F)(F)F.Cl.[CH3:58][O:59][C:60]1[CH:61]=[C:62]([C:68]2[C@@H:77]3[C@@H:72]([CH2:73][CH2:74][CH2:75][CH2:76]3)[C:71](=[O:78])[N:70]([CH:79]3[CH2:84][CH2:83][NH:82][CH2:81][CH2:80]3)[N:69]=2)[CH:63]=[CH:64][C:65]=1[O:66][CH3:67].C(=O)(O)[O-].[Na+]. Product: [CH3:58][O:59][C:60]1[CH:61]=[C:62]([C:68]2[C@@H:77]3[C@@H:72]([CH2:73][CH2:74][CH2:75][CH2:76]3)[C:71](=[O:78])[N:70]([CH:79]3[CH2:80][CH2:81][N:82]([C:11](=[O:13])[CH2:10][C@H:9]([NH:8][C:6](=[O:7])[O:5][C:1]([CH3:2])([CH3:3])[CH3:4])[CH2:14][C:15]4[CH:20]=[CH:19][CH:18]=[CH:17][CH:16]=4)[CH2:83][CH2:84]3)[N:69]=2)[CH:63]=[CH:64][C:65]=1[O:66][CH3:67]. The catalyst class is: 2. (7) Reactant: C([O:3][C:4](=[O:16])[CH2:5][O:6][C:7]1[O:8][C:9]2[CH:15]=[CH:14][CH:13]=[CH:12][C:10]=2[N:11]=1)C.[OH-].[Na+]. Product: [O:8]1[C:9]2[CH:15]=[CH:14][CH:13]=[CH:12][C:10]=2[N:11]=[C:7]1[O:6][CH2:5][C:4]([OH:16])=[O:3]. The catalyst class is: 6. (8) Reactant: [Cl:1][C:2]1[CH:7]=[CH:6][C:5]([C:8]2[C:12]3[CH2:13][N:14]([S:17]([CH3:20])(=[O:19])=[O:18])[CH2:15][CH2:16][C:11]=3[N:10]([CH2:21][CH2:22][CH2:23][N:24]3[CH2:29][CH2:28][O:27][CH2:26][CH2:25]3)[N:9]=2)=[CH:4][C:3]=1[C:30]#[C:31][C:32]1[CH:41]=[C:40]2[C:35]([CH2:36][C@@H:37]([C:49]([O:51]C)=[O:50])[N:38]([C:42]([O:44][C:45]([CH3:48])([CH3:47])[CH3:46])=[O:43])[CH2:39]2)=[CH:34][CH:33]=1.[OH-].[Na+].Cl. Product: [Cl:1][C:2]1[CH:7]=[CH:6][C:5]([C:8]2[C:12]3[CH2:13][N:14]([S:17]([CH3:20])(=[O:19])=[O:18])[CH2:15][CH2:16][C:11]=3[N:10]([CH2:21][CH2:22][CH2:23][N:24]3[CH2:25][CH2:26][O:27][CH2:28][CH2:29]3)[N:9]=2)=[CH:4][C:3]=1[C:30]#[C:31][C:32]1[CH:41]=[C:40]2[C:35]([CH2:36][C@@H:37]([C:49]([OH:51])=[O:50])[N:38]([C:42]([O:44][C:45]([CH3:46])([CH3:47])[CH3:48])=[O:43])[CH2:39]2)=[CH:34][CH:33]=1. The catalyst class is: 1.